This data is from Forward reaction prediction with 1.9M reactions from USPTO patents (1976-2016). The task is: Predict the product of the given reaction. (1) Given the reactants [Si:1]([O:8][CH:9]([CH2:12][C@H:13]1[CH2:24][CH2:23][C:22]2[S:21][C:20]3[C:15](=[C:16]([NH:25][CH:26]4[CH2:31][CH2:30][CH:29]([N:32]5[CH2:37][CH2:36][O:35][CH2:34][CH2:33]5)[CH2:28][CH2:27]4)[N:17]=[CH:18][N:19]=3)[C:14]1=2)[C:10]#[N:11])([C:4]([CH3:7])([CH3:6])[CH3:5])([CH3:3])[CH3:2].[OH:38][Li].O.OO, predict the reaction product. The product is: [Si:1]([O:8][CH:9]([CH2:12][C@H:13]1[CH2:24][CH2:23][C:22]2[S:21][C:20]3[C:15](=[C:16]([NH:25][CH:26]4[CH2:27][CH2:28][CH:29]([N:32]5[CH2:33][CH2:34][O:35][CH2:36][CH2:37]5)[CH2:30][CH2:31]4)[N:17]=[CH:18][N:19]=3)[C:14]1=2)[C:10]([NH2:11])=[O:38])([C:4]([CH3:6])([CH3:7])[CH3:5])([CH3:3])[CH3:2]. (2) Given the reactants [Cl:1][CH2:2][CH2:3][CH2:4][CH:5]([C:13]1[CH:18]=[CH:17][C:16]([Cl:19])=[CH:15][C:14]=1[C:20]([F:23])([F:22])[F:21])[C:6]([O:8]C(C)(C)C)=[O:7].FC(F)(F)C(O)=O.Cl, predict the reaction product. The product is: [Cl:1][CH2:2][CH2:3][CH2:4][CH:5]([C:13]1[CH:18]=[CH:17][C:16]([Cl:19])=[CH:15][C:14]=1[C:20]([F:23])([F:21])[F:22])[C:6]([OH:8])=[O:7]. (3) Given the reactants C(=O)([O-])[O-].[K+].[K+].[C:7]([OH:10])(=[S:9])[CH3:8].CS(O[CH:16]1[CH2:20][CH2:19][N:18]([C:21]([O:23][C:24]([CH3:27])([CH3:26])[CH3:25])=[O:22])[CH2:17]1)(=O)=O, predict the reaction product. The product is: [C:7]([S:9][CH:20]1[CH2:16][CH2:17][N:18]([C:21]([O:23][C:24]([CH3:27])([CH3:26])[CH3:25])=[O:22])[CH2:19]1)(=[O:10])[CH3:8]. (4) Given the reactants Cl[CH2:2][C:3]1[C:4]2[C:9]([CH:10]=[C:11]3[C:16]=1[CH:15]=[CH:14][CH:13]=[CH:12]3)=[CH:8][CH:7]=[CH:6][CH:5]=2.[C-:17]#[N:18].[K+], predict the reaction product. The product is: [CH:5]1[C:4]2[C:9](=[CH:10][C:11]3[C:16]([C:3]=2[CH2:2][C:17]#[N:18])=[CH:15][CH:14]=[CH:13][CH:12]=3)[CH:8]=[CH:7][CH:6]=1. (5) Given the reactants [NH2:1][C:2]1[CH:3]=[CH:4][C:5]([O:12][CH2:13][C:14]2[CH:19]=[CH:18][C:17]([C:20]([CH3:23])([CH3:22])[CH3:21])=[CH:16][CH:15]=2)=[C:6]([C:8](=[O:11])[CH2:9][CH3:10])[CH:7]=1.[CH3:24][O:25][C:26]1[CH:27]=[C:28]([N:32]=[C:33]=[O:34])[CH:29]=[CH:30][CH:31]=1, predict the reaction product. The product is: [C:20]([C:17]1[CH:16]=[CH:15][C:14]([CH2:13][O:12][C:5]2[CH:4]=[CH:3][C:2]([NH:1][C:33]([NH:32][C:28]3[CH:29]=[CH:30][CH:31]=[C:26]([O:25][CH3:24])[CH:27]=3)=[O:34])=[CH:7][C:6]=2[C:8](=[O:11])[CH2:9][CH3:10])=[CH:19][CH:18]=1)([CH3:22])([CH3:21])[CH3:23]. (6) Given the reactants [NH2:1][CH2:2][C:3]1[CH:8]=[CH:7][N:6]([C:9]2[CH:13]=[CH:12][O:11][CH:10]=2)[C:5](=[O:14])[CH:4]=1.FC(F)(F)C(O)=O.[OH-].[Na+].[C:24]([O:28][C:29](O[C:29]([O:28][C:24]([CH3:27])([CH3:26])[CH3:25])=[O:30])=[O:30])([CH3:27])([CH3:26])[CH3:25], predict the reaction product. The product is: [O:11]1[CH:12]=[CH:13][C:9]([N:6]2[CH:7]=[CH:8][C:3]([CH2:2][NH:1][C:29](=[O:30])[O:28][C:24]([CH3:27])([CH3:26])[CH3:25])=[CH:4][C:5]2=[O:14])=[CH:10]1. (7) Given the reactants [Cl:1][C:2]1[CH:7]=[C:6]([O:8][CH3:9])[CH:5]=[C:4]([S:10][CH2:11][CH:12](OCC)OCC)[CH:3]=1.B(F)(F)F.CCOCC, predict the reaction product. The product is: [Cl:1][C:2]1[C:3]2[CH:12]=[CH:11][S:10][C:4]=2[CH:5]=[C:6]([O:8][CH3:9])[CH:7]=1. (8) Given the reactants OC1C(C)=C(O)C=CC=1C=O.O1C=CCCC1.C1(C)C=CC(S([O-])(=O)=O)=CC=1.[NH+]1C=CC=CC=1.[CH3:35][C:36]1[C:37]([O:51]C2CCCCO2)=[C:38]([CH:41]=[CH:42][C:43]=1[O:44][CH:45]1[CH2:50][CH2:49][CH2:48][CH2:47][O:46]1)[CH:39]=[O:40], predict the reaction product. The product is: [OH:51][C:37]1[C:36]([CH3:35])=[C:43]([O:44][CH:45]2[CH2:50][CH2:49][CH2:48][CH2:47][O:46]2)[CH:42]=[CH:41][C:38]=1[CH:39]=[O:40]. (9) The product is: [CH:25]1([CH2:28][O:29][C:30]2[CH:35]=[C:34]([O:36][CH3:37])[C:33]([F:38])=[CH:32][C:31]=2[C:2]2[C:3]3[N:11]([CH2:12][O:13][CH2:14][CH2:15][Si:16]([CH3:19])([CH3:18])[CH3:17])[C:10]([CH3:20])=[C:9]([C:21]([O:23][CH3:24])=[O:22])[C:4]=3[N:5]=[C:6]([CH3:8])[N:7]=2)[CH2:26][CH2:27]1. Given the reactants Cl[C:2]1[C:3]2[N:11]([CH2:12][O:13][CH2:14][CH2:15][Si:16]([CH3:19])([CH3:18])[CH3:17])[C:10]([CH3:20])=[C:9]([C:21]([O:23][CH3:24])=[O:22])[C:4]=2[N:5]=[C:6]([CH3:8])[N:7]=1.[CH:25]1([CH2:28][O:29][C:30]2[CH:35]=[C:34]([O:36][CH3:37])[C:33]([F:38])=[CH:32][C:31]=2B2OC(C)(C)C(C)(C)O2)[CH2:27][CH2:26]1, predict the reaction product.